Dataset: Peptide-MHC class II binding affinity with 134,281 pairs from IEDB. Task: Regression. Given a peptide amino acid sequence and an MHC pseudo amino acid sequence, predict their binding affinity value. This is MHC class II binding data. (1) The peptide sequence is EGRRAKLRSAGEVEI. The MHC is DRB1_0401 with pseudo-sequence DRB1_0401. The binding affinity (normalized) is 0.0191. (2) The peptide sequence is EKKQFAATQFEPLAA. The MHC is HLA-DQA10401-DQB10402 with pseudo-sequence HLA-DQA10401-DQB10402. The binding affinity (normalized) is 0.465. (3) The peptide sequence is HYKGSSFHRVIPGFM. The MHC is HLA-DPA10201-DPB10101 with pseudo-sequence HLA-DPA10201-DPB10101. The binding affinity (normalized) is 0.430. (4) The peptide sequence is EAAVKQAYAATVAAA. The MHC is HLA-DPA10103-DPB10301 with pseudo-sequence HLA-DPA10103-DPB10301. The binding affinity (normalized) is 0.624.